From a dataset of Full USPTO retrosynthesis dataset with 1.9M reactions from patents (1976-2016). Predict the reactants needed to synthesize the given product. (1) Given the product [C:1]1([CH:7]2[CH2:12][CH2:11][CH2:10][C:9](=[N:14][OH:15])[CH2:8]2)[CH:6]=[CH:5][CH:4]=[CH:3][CH:2]=1, predict the reactants needed to synthesize it. The reactants are: [C:1]1([CH:7]2[CH2:12][CH2:11][CH2:10][C:9](=O)[CH2:8]2)[CH:6]=[CH:5][CH:4]=[CH:3][CH:2]=1.[NH2:14][OH:15].O. (2) Given the product [CH3:36][S:37]([N:20]1[CH2:19][CH2:18][N:17]([C:16]2[C:7]([C:1]3[CH:2]=[CH:3][CH:4]=[CH:5][CH:6]=3)=[N:8][C:9]3[C:14]([N:15]=2)=[CH:13][C:12]([C:23]([O:25][CH3:26])=[O:24])=[CH:11][CH:10]=3)[CH2:22][CH2:21]1)(=[O:39])=[O:38], predict the reactants needed to synthesize it. The reactants are: [C:1]1([C:7]2[C:16]([N:17]3[CH2:22][CH2:21][NH:20][CH2:19][CH2:18]3)=[N:15][C:14]3[C:9](=[CH:10][CH:11]=[C:12]([C:23]([O:25][CH3:26])=[O:24])[CH:13]=3)[N:8]=2)[CH:6]=[CH:5][CH:4]=[CH:3][CH:2]=1.CCN(C(C)C)C(C)C.[CH3:36][S:37](Cl)(=[O:39])=[O:38]. (3) Given the product [Cl:1][C:2]1[CH:9]=[C:8]([NH:11][C@H:12]([C:16]([OH:18])=[O:17])[CH:13]([CH3:15])[CH3:14])[CH:7]=[CH:6][C:3]=1[C:4]#[N:5], predict the reactants needed to synthesize it. The reactants are: [Cl:1][C:2]1[CH:9]=[C:8](F)[CH:7]=[CH:6][C:3]=1[C:4]#[N:5].[NH2:11][C@H:12]([C:16]([OH:18])=[O:17])[CH:13]([CH3:15])[CH3:14].C(=O)([O-])[O-].[Cs+].[Cs+].C(OCC)(=O)C. (4) Given the product [NH2:17][C:20]1[CH:21]=[C:22]2[C:27](=[CH:28][CH:29]=1)[O:26][C:25](=[O:30])[C:24]([C:31]1[CH:36]=[CH:35][C:34]([NH2:37])=[CH:33][CH:32]=1)=[CH:23]2, predict the reactants needed to synthesize it. The reactants are: C(NC1C(=O)OC2C(C=1)=CC(N)=CC=2)(=O)C.[N+:17]([C:20]1[CH:21]=[C:22]2[C:27](=[CH:28][CH:29]=1)[O:26][C:25](=[O:30])[C:24]([C:31]1[CH:36]=[CH:35][C:34]([N+:37]([O-])=O)=[CH:33][CH:32]=1)=[CH:23]2)([O-])=O.[BH4-].[Na+].